From a dataset of Forward reaction prediction with 1.9M reactions from USPTO patents (1976-2016). Predict the product of the given reaction. Given the reactants [C:1]([O:5][C:6]([N:8]1[C:12]([CH3:14])([CH3:13])[CH2:11][CH2:10][C@@H:9]1[C@@H:15]([OH:39])[C@@H:16]([N:24](CC1C=CC=CC=1)CC1C=CC=CC=1)[CH2:17][C:18]1[CH:23]=[CH:22][CH:21]=[CH:20][CH:19]=1)=[O:7])([CH3:4])([CH3:3])[CH3:2].[H][H], predict the reaction product. The product is: [C:1]([O:5][C:6]([N:8]1[C:12]([CH3:14])([CH3:13])[CH2:11][CH2:10][C@@H:9]1[C@@H:15]([OH:39])[C@@H:16]([NH2:24])[CH2:17][C:18]1[CH:19]=[CH:20][CH:21]=[CH:22][CH:23]=1)=[O:7])([CH3:2])([CH3:3])[CH3:4].